This data is from Catalyst prediction with 721,799 reactions and 888 catalyst types from USPTO. The task is: Predict which catalyst facilitates the given reaction. (1) Reactant: [Cl:1][C:2]1[C:3]2[C:10]3[CH2:11][CH2:12][CH:13]([C:15]([OH:17])=O)[CH2:14][C:9]=3[S:8][C:4]=2[N:5]=[CH:6][N:7]=1.[CH:18]([NH:21]C(C)C)([CH3:20])[CH3:19].C(N)(C)C.C(P1(=O)OP(CCC)(=O)OP(CCC)(=O)O1)CC.C(P(OP(CCC)=O)=O)CC.[Cl-].[Na+]. Product: [Cl:1][C:2]1[C:3]2[C:10]3[CH2:11][CH2:12][CH:13]([C:15]([NH:21][CH:18]([CH3:20])[CH3:19])=[O:17])[CH2:14][C:9]=3[S:8][C:4]=2[N:5]=[CH:6][N:7]=1. The catalyst class is: 288. (2) Reactant: [CH3:1][CH2:2][O:3][C:4]([C:6]1[NH:7][C:8]2[C:13]([CH:14]=1)=[CH:12][C:11]([C:15]([OH:17])=O)=[CH:10][CH:9]=2)=[O:5].F[B-](F)(F)F.N1(OC(N(C)C)=[N+](C)C)C2C=CC=CC=2N=N1.[CH:40]1([N:45]2[CH2:50][CH2:49][NH:48][CH2:47][CH2:46]2)[CH2:44][CH2:43][CH2:42][CH2:41]1.C(N(CC)C(C)C)(C)C. Product: [CH2:2]([O:3][C:4]([C:6]1[NH:7][C:8]2[C:13]([CH:14]=1)=[CH:12][C:11]([C:15]([N:48]1[CH2:49][CH2:50][N:45]([CH:40]3[CH2:44][CH2:43][CH2:42][CH2:41]3)[CH2:46][CH2:47]1)=[O:17])=[CH:10][CH:9]=2)=[O:5])[CH3:1]. The catalyst class is: 9. (3) Reactant: [CH3:1][C:2]([C:7]1[CH:12]=[CH:11][CH:10]=[CH:9][CH:8]=1)([CH3:6])[C:3](O)=[O:4].C[N:14](C=O)C.C(Cl)(=O)C(Cl)=O. Product: [CH3:1][C:2]([C:7]1[CH:12]=[CH:11][CH:10]=[CH:9][CH:8]=1)([CH3:6])[C:3]([NH2:14])=[O:4]. The catalyst class is: 2. (4) Reactant: [C:1]([O:5][C:6]([N:8]1[CH2:13][CH2:12][CH:11]([CH2:14][CH2:15][C:16]2[O:17][C:18]3[CH:24]=[CH:23][C:22]([S:25]([CH3:27])=[O:26])=[CH:21][C:19]=3[CH:20]=2)[CH2:10][CH2:9]1)=[O:7])([CH3:4])([CH3:3])[CH3:2].C1C=C(Cl)C=C(C(OO)=[O:36])C=1.C([O-])([O-])=O.[Na+].[Na+]. Product: [C:1]([O:5][C:6]([N:8]1[CH2:13][CH2:12][CH:11]([CH2:14][CH2:15][C:16]2[O:17][C:18]3[CH:24]=[CH:23][C:22]([S:25]([CH3:27])(=[O:36])=[O:26])=[CH:21][C:19]=3[CH:20]=2)[CH2:10][CH2:9]1)=[O:7])([CH3:4])([CH3:3])[CH3:2]. The catalyst class is: 2. (5) Reactant: [NH2:1][C@@H:2]([C:5]([OH:7])=[O:6])[CH2:3][OH:4].C(N(CC)CC)C.[CH3:15][C:16]([O:19][C:20](O[C:20]([O:19][C:16]([CH3:18])([CH3:17])[CH3:15])=[O:21])=[O:21])([CH3:18])[CH3:17]. Product: [NH:1]([C:20]([O:19][C:16]([CH3:18])([CH3:17])[CH3:15])=[O:21])[C@@H:2]([C:5]([OH:7])=[O:6])[CH2:3][OH:4]. The catalyst class is: 6. (6) Reactant: [NH2:1][CH2:2][C@H:3]1[C@H:11]2[N:6]([C:7]3[CH:15]=[CH:14][C:13]([N:16]4[CH2:21][CH2:20][O:19][CH2:18][C:17]4=[O:22])=[CH:12][C:8]=3[O:9][CH2:10]2)[C:5](=[O:23])[O:4]1.[Cl:24][C:25]1[S:26][C:27]([N:30]=[C:31]=[O:32])=[CH:28][CH:29]=1.C(Cl)Cl.CO. Product: [Cl:24][C:25]1[S:26][C:27]([NH:30][C:31]([NH:1][CH2:2][C@H:3]2[C@H:11]3[N:6]([C:7]4[CH:15]=[CH:14][C:13]([N:16]5[CH2:21][CH2:20][O:19][CH2:18][C:17]5=[O:22])=[CH:12][C:8]=4[O:9][CH2:10]3)[C:5](=[O:23])[O:4]2)=[O:32])=[CH:28][CH:29]=1. The catalyst class is: 2.